Dataset: Retrosynthesis with 50K atom-mapped reactions and 10 reaction types from USPTO. Task: Predict the reactants needed to synthesize the given product. (1) The reactants are: COc1ccc2c(c1)CCC2(N)C(=O)O. Given the product COc1ccc2c(c1)CCC2(N)CO, predict the reactants needed to synthesize it. (2) Given the product CCOC(=O)/C=C/c1cc(F)ccc1F, predict the reactants needed to synthesize it. The reactants are: CCOC(=O)CP(=O)(OCC)OCC.O=Cc1cc(F)ccc1F. (3) Given the product CCc1cc2c(N3CCN(C(=O)c4ccc(-c5ccccc5)cc4)CC3)nc(SCC(=O)OC)nc2s1, predict the reactants needed to synthesize it. The reactants are: CCc1cc2c(N3CCN(C(=O)c4ccc(-c5ccccc5)cc4)CC3)nc(Cl)nc2s1.COC(=O)CS. (4) Given the product CC(C)(C)OC(=O)N1CCC(=Cc2cccc(Oc3ccccn3)c2)CC1, predict the reactants needed to synthesize it. The reactants are: Brc1ccccn1.CC(C)(C)OC(=O)N1CCC(=Cc2cccc(O)c2)CC1. (5) Given the product Cn1ncc(NC(=O)[C@H](CCCCNC(=O)OC(C)(C)C)NC(=O)OCc2ccccc2)c1N, predict the reactants needed to synthesize it. The reactants are: CC(C)(C)OC(=O)NCCCC[C@H](NC(=O)OCc1ccccc1)C(=O)O.Cn1ncc(N)c1N. (6) Given the product Clc1cccc(N2CCCNCC2)c1Cl, predict the reactants needed to synthesize it. The reactants are: CC(C)(C)OC(=O)N1CCCN(c2cccc(Cl)c2Cl)CC1.